Dataset: Forward reaction prediction with 1.9M reactions from USPTO patents (1976-2016). Task: Predict the product of the given reaction. (1) Given the reactants [CH:1]1([N:7]([CH2:23][CH2:24][NH:25][CH2:26][C@@H](O)C2C3OCC(=O)NC=3C=CC=2)[C:8](=[O:22])[CH2:9][CH2:10][NH:11][CH2:12][CH2:13][C:14]2[CH:19]=[CH:18][C:17]([Cl:20])=[C:16]([Cl:21])[CH:15]=2)[CH2:6][CH2:5][CH2:4][CH2:3][CH2:2]1.NC[C@H]([C:44]1[C:49]2OC[C:52](=O)[NH:53][C:48]=2C=C[CH:45]=1)O, predict the reaction product. The product is: [CH:1]1([N:7]([CH2:23][CH2:24][NH:25][CH2:26][CH2:52][N:53]2[CH2:48][CH2:49][CH2:44][CH2:45]2)[C:8](=[O:22])[CH2:9][CH2:10][NH:11][CH2:12][CH2:13][C:14]2[CH:19]=[CH:18][C:17]([Cl:20])=[C:16]([Cl:21])[CH:15]=2)[CH2:2][CH2:3][CH2:4][CH2:5][CH2:6]1. (2) Given the reactants C(OC([N:8]1[C:17]2[C:12](=[CH:13][CH:14]=[C:15]([CH:18]([CH:24]=[CH:25][C:26]3[CH:31]=[CH:30][C:29]([C:32]([O:34][CH3:35])=[O:33])=[CH:28][CH:27]=3)[CH2:19][CH2:20][CH2:21][CH2:22][CH3:23])[CH:16]=2)[C:11]([CH3:37])([CH3:36])[CH2:10][CH2:9]1)=O)(C)(C)C.FC(F)(F)C(O)=O, predict the reaction product. The product is: [CH3:35][O:34][C:32](=[O:33])[C:29]1[CH:28]=[CH:27][C:26]([CH:25]=[CH:24][CH:18]([C:15]2[CH:16]=[C:17]3[C:12]([C:11]([CH3:37])([CH3:36])[CH2:10][CH2:9][NH:8]3)=[CH:13][CH:14]=2)[CH2:19][CH2:20][CH2:21][CH2:22][CH3:23])=[CH:31][CH:30]=1. (3) Given the reactants [CH3:1][O:2][C:3]1[CH:7]=[C:6]([C:8](OC)=[O:9])[N:5]([CH3:12])[N:4]=1.[H-].[Al+3].[Li+].[H-].[H-].[H-].C(O)C.[Cl-].[NH4+], predict the reaction product. The product is: [CH3:1][O:2][C:3]1[CH:7]=[C:6]([CH2:8][OH:9])[N:5]([CH3:12])[N:4]=1. (4) The product is: [NH2:18][CH2:17][C:15]1[CH:14]=[CH:13][C:11]2[S:12][C:8]([C:6]3[CH:5]=[CH:4][N:3]=[C:2]([NH2:1])[N:7]=3)=[C:9]([CH3:19])[C:10]=2[CH:16]=1. Given the reactants [NH2:1][C:2]1[N:7]=[C:6]([C:8]2[S:12][C:11]3[CH:13]=[CH:14][C:15]([C:17]#[N:18])=[CH:16][C:10]=3[C:9]=2[CH3:19])[CH:5]=[CH:4][N:3]=1.[H-].[H-].[H-].[H-].[Li+].[Al+3], predict the reaction product. (5) Given the reactants [F:1][C:2]1[CH:3]=[CH:4][C:5]([C@@H:8]([NH:11][C:12]2[N:17]=[C:16]([NH:18][C:19]3[CH:23]=[C:22]([O:24][CH:25]([CH3:27])[CH3:26])[NH:21][N:20]=3)[C:15]([N+:28]([O-])=O)=[CH:14][CH:13]=2)[CH2:9][CH3:10])=[N:6][CH:7]=1.[CH2:31](O)C.C(O)(=O)C.C(N)=N.C(OCC)(=O)C, predict the reaction product. The product is: [F:1][C:2]1[CH:3]=[CH:4][C:5]([C@@H:8]([NH:11][C:12]2[N:17]=[C:16]3[N:18]([C:19]4[CH:23]=[C:22]([O:24][CH:25]([CH3:27])[CH3:26])[NH:21][N:20]=4)[CH:31]=[N:28][C:15]3=[CH:14][CH:13]=2)[CH2:9][CH3:10])=[N:6][CH:7]=1. (6) Given the reactants [ClH:1].Cl.[NH2:3][CH2:4][CH2:5][C:6]1[CH:38]=[CH:37][C:9]([O:10][C:11]2[CH:12]=[CH:13][C:14]3[N:18]=[C:17]([CH2:19][O:20][C:21]4[CH:34]=[CH:33][C:24]([CH2:25][CH:26]5[S:30][C:29](=[O:31])[NH:28][C:27]5=[O:32])=[CH:23][CH:22]=4)[N:16]([CH3:35])[C:15]=3[CH:36]=2)=[CH:8][CH:7]=1.[F:39][C:40]([F:51])([F:50])[C:41]1[CH:46]=[CH:45][C:44]([N:47]=[C:48]=[O:49])=[CH:43][CH:42]=1.C(N(CC)CC)C.Cl, predict the reaction product. The product is: [ClH:1].[O:31]=[C:29]1[NH:28][C:27](=[O:32])[CH:26]([CH2:25][C:24]2[CH:33]=[CH:34][C:21]([O:20][CH2:19][C:17]3[N:16]([CH3:35])[C:15]4[CH:36]=[C:11]([O:10][C:9]5[CH:8]=[CH:7][C:6]([CH2:5][CH2:4][NH:3][C:48]([NH:47][C:44]6[CH:43]=[CH:42][C:41]([C:40]([F:39])([F:50])[F:51])=[CH:46][CH:45]=6)=[O:49])=[CH:38][CH:37]=5)[CH:12]=[CH:13][C:14]=4[N:18]=3)=[CH:22][CH:23]=2)[S:30]1. (7) Given the reactants [CH2:1]([C:3]1[C:8]([O:9][C:10]2[C:11](C(N)=O)=[N:12][CH:13]=[C:14]([S:16][C:17]3[CH:22]=[CH:21][CH:20]=[CH:19][N:18]=3)[CH:15]=2)=[CH:7][CH:6]=[CH:5][N:4]=1)[CH3:2].Br[N:27]1C(=O)CCC1=O.[OH-].[Na+], predict the reaction product. The product is: [CH2:1]([C:3]1[C:8]([O:9][C:10]2[C:11]([NH2:27])=[N:12][CH:13]=[C:14]([S:16][C:17]3[CH:22]=[CH:21][CH:20]=[CH:19][N:18]=3)[CH:15]=2)=[CH:7][CH:6]=[CH:5][N:4]=1)[CH3:2].